From a dataset of Forward reaction prediction with 1.9M reactions from USPTO patents (1976-2016). Predict the product of the given reaction. (1) Given the reactants [F:1][C:2]1[CH:23]=[CH:22][CH:21]=[C:20]([F:24])[C:3]=1[CH2:4][O:5][C:6]1[C:7]2[N:8]([C:13]([C:17](O)=[O:18])=[C:14]([CH3:16])[N:15]=2)[CH:9]=[C:10]([CH3:12])[CH:11]=1.CN(C(ON1N=NC2C=CC=NC1=2)=[N+](C)C)C.F[P-](F)(F)(F)(F)F.C(N(CC)C(C)C)(C)C.[NH2:58][CH:59]1[CH:63]([C:64]([F:67])([F:66])[F:65])[CH2:62][N:61]([C:68]([O:70][C:71]([CH3:74])([CH3:73])[CH3:72])=[O:69])[CH2:60]1.O.[C:76]([OH:82])([C:78]([F:81])([F:80])[F:79])=[O:77], predict the reaction product. The product is: [F:79][C:78]([F:81])([F:80])[C:76]([OH:82])=[O:77].[F:1][C:2]1[CH:23]=[CH:22][CH:21]=[C:20]([F:24])[C:3]=1[CH2:4][O:5][C:6]1[C:7]2[N:8]([C:13]([C:17]([NH:58][CH:59]3[CH:63]([C:64]([F:65])([F:67])[F:66])[CH2:62][N:61]([C:68]([O:70][C:71]([CH3:74])([CH3:73])[CH3:72])=[O:69])[CH2:60]3)=[O:18])=[C:14]([CH3:16])[N:15]=2)[CH:9]=[C:10]([CH3:12])[CH:11]=1. (2) The product is: [CH2:28]([O:30][C:31]([C:33]1([C:36]2[CH:41]=[CH:40][C:39]([C:23]3[CH:24]=[CH:25][C:20]([C:19]4[O:18][N:17]=[C:16]([CH3:27])[C:15]=4[CH:13]([C:11]4[N:10]=[N:9][N:8]([CH2:1][C:2]5[CH:7]=[CH:6][CH:5]=[CH:4][CH:3]=5)[CH:12]=4)[OH:14])=[CH:21][CH:22]=3)=[CH:38][CH:37]=2)[CH2:34][CH2:35]1)=[O:32])[CH3:29]. Given the reactants [CH2:1]([N:8]1[CH:12]=[C:11]([CH:13]([C:15]2[C:16]([CH3:27])=[N:17][O:18][C:19]=2[C:20]2[CH:25]=[CH:24][C:23](Br)=[CH:22][CH:21]=2)[OH:14])[N:10]=[N:9]1)[C:2]1[CH:7]=[CH:6][CH:5]=[CH:4][CH:3]=1.[CH2:28]([O:30][C:31]([C:33]1([C:36]2[CH:41]=[CH:40][C:39](B3OC(C)(C)C(C)(C)O3)=[CH:38][CH:37]=2)[CH2:35][CH2:34]1)=[O:32])[CH3:29], predict the reaction product.